This data is from Reaction yield outcomes from USPTO patents with 853,638 reactions. The task is: Predict the reaction yield, written as a fraction of the theoretical maximum amount of product (1.0 means a 100% yield; for example, 0.34 means a 34% yield). (1) The reactants are [Br:1][C:2]1[C:3]([F:12])=[C:4]2[C:10]([NH2:11])=[CH:9][NH:8][C:5]2=[N:6][CH:7]=1.[CH3:13][C:14]1[O:15][CH:16]=[C:17]([C:19](O)=[O:20])[N:18]=1.C(N(CC)CC)C.C1N(P(Cl)(N2C(=O)OCC2)=O)C(=O)OC1.O[Li].O. The catalyst is C(Cl)Cl.O. The product is [Br:1][C:2]1[C:3]([F:12])=[C:4]2[C:10]([NH:11][C:19]([C:17]3[N:18]=[C:14]([CH3:13])[O:15][CH:16]=3)=[O:20])=[CH:9][NH:8][C:5]2=[N:6][CH:7]=1. The yield is 0.560. (2) The reactants are [O:1]1[CH2:6][CH2:5][NH:4][C:3]2[CH:7]=[N:8][CH:9]=[CH:10][C:2]1=2.[F:11][C:12]1[CH:13]=[C:14]([CH:18]=[C:19]([F:23])[C:20]=1[O:21][CH3:22])[C:15](Cl)=[O:16].C(N(CC)CC)C.O. The catalyst is ClCCl. The product is [F:11][C:12]1[CH:13]=[C:14]([C:15]([N:4]2[CH2:5][CH2:6][O:1][C:2]3[CH:10]=[CH:9][N:8]=[CH:7][C:3]2=3)=[O:16])[CH:18]=[C:19]([F:23])[C:20]=1[O:21][CH3:22]. The yield is 0.760.